This data is from Full USPTO retrosynthesis dataset with 1.9M reactions from patents (1976-2016). The task is: Predict the reactants needed to synthesize the given product. (1) Given the product [OH:8][CH2:9][CH:10]1[C:18]2[C:13](=[C:14]([NH:19][C:20]3[S:21][C:22]([C:25]#[N:26])=[CH:23][N:24]=3)[N:15]=[CH:16][CH:17]=2)[O:12][CH2:11]1, predict the reactants needed to synthesize it. The reactants are: [Si]([O:8][CH2:9][CH:10]1[C:18]2[C:13](=[C:14]([NH:19][C:20]3[S:21][C:22]([C:25]#[N:26])=[CH:23][N:24]=3)[N:15]=[CH:16][CH:17]=2)[O:12][CH2:11]1)(C(C)(C)C)(C)C.C1C=CN=CC=1.F. (2) Given the product [CH:19]1([C:18]2[N:17]3[N:25]=[CH:26][N:27]=[C:16]3[N:15]=[C:14]([CH3:28])[C:13]=2[C:9]2[C:8]([F:29])=[CH:7][C:6]([OH:5])=[CH:11][C:10]=2[F:12])[CH2:20][CH2:21][CH2:22][CH2:23][CH2:24]1, predict the reactants needed to synthesize it. The reactants are: C([O:5][C:6]1[CH:11]=[C:10]([F:12])[C:9]([C:13]2[C:14]([CH3:28])=[N:15][C:16]3[N:17]([N:25]=[CH:26][N:27]=3)[C:18]=2[CH:19]2[CH2:24][CH2:23][CH2:22][CH2:21][CH2:20]2)=[C:8]([F:29])[CH:7]=1)(C)(C)C. (3) Given the product [F:25][C:26]1[CH:31]=[CH:30][C:29]([C:32]([F:35])([F:34])[F:33])=[CH:28][C:27]=1[NH:36][C:37]([NH:1][C:2]1[C:11]2[C:6](=[CH:7][CH:8]=[CH:9][CH:10]=2)[C:5]([O:12][C:13]2[C:22]3[NH:21][C:20](=[O:23])[C:19]([CH3:24])=[N:18][C:17]=3[N:16]=[CH:15][CH:14]=2)=[CH:4][CH:3]=1)=[O:38], predict the reactants needed to synthesize it. The reactants are: [NH2:1][C:2]1[C:11]2[C:6](=[CH:7][CH:8]=[CH:9][CH:10]=2)[C:5]([O:12][C:13]2[C:22]3[NH:21][C:20](=[O:23])[C:19]([CH3:24])=[N:18][C:17]=3[N:16]=[CH:15][CH:14]=2)=[CH:4][CH:3]=1.[F:25][C:26]1[CH:31]=[CH:30][C:29]([C:32]([F:35])([F:34])[F:33])=[CH:28][C:27]=1[N:36]=[C:37]=[O:38]. (4) Given the product [CH3:19][O:18][C:16](=[O:17])[NH:5][C:4]1[CH:6]=[CH:7][C:8]([CH3:9])=[C:2]([F:1])[CH:3]=1, predict the reactants needed to synthesize it. The reactants are: [F:1][C:2]1[CH:3]=[C:4]([CH:6]=[CH:7][C:8]=1[CH3:9])[NH2:5].C([O-])(O)=O.[Na+].Cl[C:16]([O:18][CH3:19])=[O:17].